Dataset: Catalyst prediction with 721,799 reactions and 888 catalyst types from USPTO. Task: Predict which catalyst facilitates the given reaction. (1) Reactant: [Cl:1][C:2]1[N:9]=[C:8](Cl)[CH:7]=[CH:6][C:3]=1[CH:4]=[O:5].[F:11][C:12]1[CH:17]=[CH:16][C:15]([C:18]2[O:19][C:20]3[CH:30]=[C:29]([N:31]([CH3:36])[S:32]([CH3:35])(=[O:34])=[O:33])[C:28](B4OC(C)(C)C(C)(C)O4)=[CH:27][C:21]=3[C:22]=2[C:23]([NH:25][CH3:26])=[O:24])=[CH:14][CH:13]=1.C([O-])([O-])=O.[K+].[K+]. Product: [Cl:1][C:2]1[N:9]=[C:8]([C:28]2[C:29]([N:31]([CH3:36])[S:32]([CH3:35])(=[O:34])=[O:33])=[CH:30][C:20]3[O:19][C:18]([C:15]4[CH:16]=[CH:17][C:12]([F:11])=[CH:13][CH:14]=4)=[C:22]([C:23]([NH:25][CH3:26])=[O:24])[C:21]=3[CH:27]=2)[CH:7]=[CH:6][C:3]=1[CH:4]=[O:5]. The catalyst class is: 117. (2) Reactant: C[O:2][C:3](=O)[C:4]1[CH:9]=[C:8]([O:10][CH3:11])[CH:7]=[CH:6][C:5]=1[C:12]([C:17]([O:19][CH3:20])=[O:18])=[CH:13][N:14](C)[CH3:15].[CH2:22](N)C.CCN(C(C)C)C(C)C. Product: [CH3:20][O:19][C:17]([C:12]1[C:5]2[C:4](=[CH:9][C:8]([O:10][CH3:11])=[CH:7][CH:6]=2)[C:3](=[O:2])[N:14]([CH2:15][CH3:22])[CH:13]=1)=[O:18]. The catalyst class is: 5. (3) Reactant: [CH2:1]([O:8][C:9]1[N:14]=[C:13]([O:15][CH2:16][C:17]2[CH:22]=[CH:21][CH:20]=[CH:19][CH:18]=2)[C:12]([CH:23]([CH3:25])[CH3:24])=[C:11](Cl)[N:10]=1)[C:2]1[CH:7]=[CH:6][CH:5]=[CH:4][CH:3]=1.[C:27]([CH2:29][C:30]1[CH:31]=[C:32]([CH:35]=[C:36]([CH3:38])[CH:37]=1)[C:33]#[N:34])#[N:28].[H-].[Na+].[Cl-].[NH4+]. Product: [CH2:1]([O:8][C:9]1[N:10]=[C:11]([CH:29]([C:27]#[N:28])[C:30]2[CH:31]=[C:32]([CH:35]=[C:36]([CH3:38])[CH:37]=2)[C:33]#[N:34])[C:12]([CH:23]([CH3:25])[CH3:24])=[C:13]([O:15][CH2:16][C:17]2[CH:22]=[CH:21][CH:20]=[CH:19][CH:18]=2)[N:14]=1)[C:2]1[CH:7]=[CH:6][CH:5]=[CH:4][CH:3]=1. The catalyst class is: 3. (4) Reactant: [Cl:1][C:2]1[CH:18]=[C:17]([N+:19]([O-:21])=[O:20])[CH:16]=[CH:15][C:3]=1[O:4][C:5]1[CH:13]=[C:12]2[C:8]([CH2:9][CH2:10][C:11]2=[O:14])=[CH:7][CH:6]=1.C[Si](C)(C)[C:24]([F:27])([F:26])[F:25].[F-].C([N+](CCCC)(CCCC)CCCC)CCC.O1CCCC1.Cl. Product: [Cl:1][C:2]1[CH:18]=[C:17]([N+:19]([O-:21])=[O:20])[CH:16]=[CH:15][C:3]=1[O:4][C:5]1[CH:13]=[C:12]2[C:8]([CH2:9][CH2:10][C:11]2([C:24]([F:27])([F:26])[F:25])[OH:14])=[CH:7][CH:6]=1. The catalyst class is: 362. (5) Reactant: [OH-].[Na+].[CH2:3]([O:7][C:8]1[CH:13]=[C:12](/[CH:14]=[C:15](/[O:20][CH3:21])\[C:16]([O:18]C)=[O:17])[CH:11]=[CH:10][C:9]=1[C:22]1[CH:27]=[CH:26][CH:25]=[C:24]([N:28]([CH3:37])[C:29]([NH:31][CH2:32][CH2:33][CH2:34][CH2:35][CH3:36])=[O:30])[CH:23]=1)[CH2:4][CH2:5][CH3:6].Cl.O.O1CC[CH2:42][CH2:41]1. Product: [CH2:3]([O:7][C:8]1[CH:13]=[C:12](/[CH:14]=[C:15](/[O:20][CH3:21])\[C:16]([OH:18])=[O:17])[CH:11]=[CH:10][C:9]=1[C:22]1[CH:27]=[CH:26][CH:25]=[C:24]([N:28]([CH3:37])[C:29]([NH:31][CH2:32][CH2:33][CH2:34][CH2:35][CH2:36][CH2:41][CH3:42])=[O:30])[CH:23]=1)[CH2:4][CH2:5][CH3:6]. The catalyst class is: 13.